From a dataset of Full USPTO retrosynthesis dataset with 1.9M reactions from patents (1976-2016). Predict the reactants needed to synthesize the given product. (1) Given the product [Cl:20][C:21]1[C:29]([C:30]([F:33])([F:32])[F:31])=[CH:28][CH:27]=[CH:26][C:22]=1[C:23]([N:10]1[CH2:11][CH2:12][C:6]2[C:5]([C:13]3[CH:14]=[CH:15][CH:16]=[CH:17][CH:18]=3)=[N:4][C:3]([CH3:35])=[N:8][C:7]=2[CH2:9]1)=[O:24], predict the reactants needed to synthesize it. The reactants are: CN(C)[C:3]1[N:4]=[C:5]([C:13]2[CH:18]=[CH:17][CH:16]=[CH:15][CH:14]=2)[C:6]2[CH2:12][CH2:11][NH:10][CH2:9][C:7]=2[N:8]=1.[Cl:20][C:21]1[C:29]([C:30]([F:33])([F:32])[F:31])=[CH:28][CH:27]=[CH:26][C:22]=1[C:23](O)=[O:24].Cl[C:35]1C(Cl)=CC=CC=1C(O)=O. (2) Given the product [CH2:10]([NH:9][C@@H:7]([C:1]1[CH:6]=[CH:5][CH:4]=[CH:3][CH:2]=1)[CH3:8])[C:11]1[CH:16]=[CH:15][CH:14]=[CH:13][CH:12]=1, predict the reactants needed to synthesize it. The reactants are: [C:1]1([C@H:7]([NH2:9])[CH3:8])[CH:6]=[CH:5][CH:4]=[CH:3][CH:2]=1.[CH:10](=O)[C:11]1[CH:16]=[CH:15][CH:14]=[CH:13][CH:12]=1.[H][H]. (3) Given the product [O:23]1[CH2:28][CH2:27][N:26]([C:29]2[C:34]([NH:35][C:2]3[C:11]4[C:6](=[CH:7][C:8]([F:13])=[CH:9][C:10]=4[F:12])[N:5]=[C:4]([C:14]4[CH:15]=[N:16][CH:17]=[C:18]([S:20][CH3:21])[CH:19]=4)[C:3]=3[CH3:22])=[CH:33][C:32]([N:36]3[CH2:37][CH2:38][O:39][CH2:40][CH2:41]3)=[CH:31][N:30]=2)[CH2:25][CH2:24]1, predict the reactants needed to synthesize it. The reactants are: Cl[C:2]1[C:11]2[C:6](=[CH:7][C:8]([F:13])=[CH:9][C:10]=2[F:12])[N:5]=[C:4]([C:14]2[CH:15]=[N:16][CH:17]=[C:18]([S:20][CH3:21])[CH:19]=2)[C:3]=1[CH3:22].[O:23]1[CH2:28][CH2:27][N:26]([C:29]2[C:34]([NH2:35])=[CH:33][C:32]([N:36]3[CH2:41][CH2:40][O:39][CH2:38][CH2:37]3)=[CH:31][N:30]=2)[CH2:25][CH2:24]1.CC(C1C=C(C(C)C)C(C2C=CC=CC=2P(C2CCCCC2)C2CCCCC2)=C(C(C)C)C=1)C.CC(C)([O-])C.[Na+]. (4) Given the product [CH2:14]([N:11]1[CH2:12][CH2:13][CH:8]([NH:7][C:2]([O:4][CH2:5][CH3:6])=[O:3])[C:9]([CH3:22])([CH3:21])[CH2:10]1)[C:15]1[CH:16]=[CH:17][CH:18]=[CH:19][CH:20]=1, predict the reactants needed to synthesize it. The reactants are: Cl[C:2]([O:4][CH2:5][CH3:6])=[O:3].[NH2:7][CH:8]1[CH2:13][CH2:12][N:11]([CH2:14][C:15]2[CH:20]=[CH:19][CH:18]=[CH:17][CH:16]=2)[CH2:10][C:9]1([CH3:22])[CH3:21].C(N(CC)CC)C. (5) The reactants are: [N:1]1[CH:6]=[CH:5][CH:4]=[CH:3][C:2]=1[C:7]([OH:9])=O.CN(C(ON1N=NC2C=CC=NC1=2)=[N+](C)C)C.F[P-](F)(F)(F)(F)F.CCN(C(C)C)C(C)C.[O-]S([O-])(=O)=O.[Na+].[Na+].[CH3:50][N:51]1[C:60]2[C:55](=[CH:56][N:57]=[C:58]([CH3:61])[CH:59]=2)[CH:54]=[C:53]([C:62]2[CH:63]=[C:64]([NH:69]/[C:70](/[NH2:73])=[N:71]/O)[CH:65]=[CH:66][C:67]=2[CH3:68])[C:52]1=[O:74]. Given the product [CH3:50][N:51]1[C:60]2[C:55](=[CH:56][N:57]=[C:58]([CH3:61])[CH:59]=2)[CH:54]=[C:53]([C:62]2[CH:63]=[C:64]([NH:69][C:70]3[N:71]=[C:7]([C:2]4[CH:3]=[CH:4][CH:5]=[CH:6][N:1]=4)[O:9][N:73]=3)[CH:65]=[CH:66][C:67]=2[CH3:68])[C:52]1=[O:74], predict the reactants needed to synthesize it.